Dataset: Experimentally validated miRNA-target interactions with 360,000+ pairs, plus equal number of negative samples. Task: Binary Classification. Given a miRNA mature sequence and a target amino acid sequence, predict their likelihood of interaction. (1) The miRNA is hsa-miR-6771-3p with sequence CAAACCCCUGUCUACCCGCAG. The protein sequence of the target gene is MSRSGAAAEKADSRQRPQMKVNEYKENQNIAYVSLRPAQTTVLIKTAKVYLAPFSLSNYQLDQLMCPKSLSEKNSNNEVACKKTKIKKTCRRIIPPKMKNTSSKAESTLQNSSSAVHTESNKLQPKRTADAMNLSVDVESSQDGDSDEDTTPSLDFSGLSPYERKRLKNISENADFFASLQLSESAARLREMIEKRQPPKSKRKKPKRENGIGCRRSMRLLKVDPSGVSLPAAPTPPTLVADETPLLPPGPLEMTSENQEDNNERFKGFLHTWAGMSKPSSKNTEKGLSSIKSYKANLNG.... Result: 1 (interaction). (2) The miRNA is hsa-miR-5001-5p with sequence AGGGCUGGACUCAGCGGCGGAGCU. The protein sequence of the target gene is MALSLEEEAGRIKDCWDNQEAPALSTCSNANIFRRINAILDNSLDFSRVCTTPINRGIHDHLPDFQDSEETVTSRMLFPTSAQESSRGLPDANDLCLGLQSLSLTGWDRPWSTQDSDSSAQSSTHSVLSMLHNPLGNVLGKPPLSFLPLDPLGSDLVDKFPAPSVRGSRLDTRPILDSRSSSPSDSDTSGFSSGSDHLSDLISSLRISPPLPFLSLSGGGPRDPLKMGVGSRMDQEQAALAAVTPSPTSASKRWPGASVWPSWDLLEAPKDPFSIEREARLHRQAAAVNEATCTWSGQLP.... Result: 0 (no interaction). (3) The miRNA is hsa-miR-4665-5p with sequence CUGGGGGACGCGUGAGCGCGAGC. The protein sequence of the target gene is MEVSGPEDDPFLSQLHQVQCPVCQQMMPAAHINSHLDRCLLLHPAGHAEPAAGSHRAGERAKGPSPPGAKRRRLSESSALKQPATPTAAESSEGEGEEGDDGGETESRESYDAPPTPSGARLIPDFPVARSSSPGRKGSGKRPAAAAAAGSASPRSWDEAEAQEEEEAVGDGDGDGDADADGEDDPGHWDADAAEAATAFGASGGGRPHPRALAAEEIRQMLQGKPLADTMRPDTLQDYFGQSKAVGQDTLLRSLLETNEIPSLILWGPPGCGKTTLAHIIASNSKKHSIRFVTLSATNA.... Result: 0 (no interaction). (4) The miRNA is ssc-miR-361-3p with sequence CCCCCAGGUGUGAUUCUGAUUUGC. The protein sequence of the target gene is MVCGGFSCSKNCLCALNLLYTLVSLLLIGIAAWGIGFGLISSLRVVGVVIAVGIFLFLIALVGLIGAVKHHQVLLFFYMIILLLVFIVQFSVSCACLALNREQQGQLLEVGWNNTASARNDIQRNLNCCGFRSYNPNDTCPASCAKSTQKCSSCAPIIGEYAGEVLRFVGGIGLFFSFTEILGVWLTYRYRNQKDPRANPSAFL. Result: 0 (no interaction). (5) The miRNA is mmu-miR-509-3p with sequence UGAUUGACAUUUCUGUAAUGG. The protein sequence of the target gene is MAANSTSDLHTPGTQLSVADIIVITVYFALNVAVGIWSSCRASRNTVNGYFLAGRDMTWWPIGASLFASSEGSGLFIGLAGSGAAGGLAVAGFEWNATYVLLALAWVFVPIYISSEIVTLPEYIQKRYGGQRIRMYLSVLSLLLSVFTKISLDLYAGALFVHICLGWNFYLSTILTLGITALYTIAGGLAAVIYTDALQTLIMVVGAVILTIKAFDQIGGYGQLEAAYAQAIPSRTIANTTCHLPRTDAMHMFRDPHTGDLPWTGMTFGLTIMATWYWCTDQVIVQRSLSARDLNHAKAG.... Result: 0 (no interaction). (6) Result: 1 (interaction). The miRNA is hsa-miR-6734-3p with sequence CCCUUCCCUCACUCUUCUCUCAG. The protein sequence of the target gene is MTHTRRKSLPMLSSGLTGRREPLQMEDSNMEQGVEGVEPGMPESPGHLTGRRKNYPLRKRPLVPEKPKACKVLLTRLENVAGPRSADEADELPPDLPKPPSPAPSSEDPGLAQPRKRRLASLNAEALNNLLLEREDTSSLAGTRRSRAGDPHRSRDRDRATGGWSSSKKRPRLGDLGGGSRDLSPEPAPDEGPRRDGDPAPKRLASLNAAAFLKLSQERELPLRLPRAHAEVDGRSTEPPAPKAPRPKWPKVNGKNYPKAWQGASSGEAAGPPGWQGCPDEPWPSATPCGPSVQPSHQPL.... (7) The miRNA is mmu-miR-17-5p with sequence CAAAGUGCUUACAGUGCAGGUAG. The protein sequence of the target gene is MLDMSEARAQPPCSPSGTASSMSHVEDSDSDAPPSPAGSEGLGRAGGGGRGDTAEAADERFPACIRDAVSQVLKGYDWSLVPMPVRGGGGGTLKAKPHVKRPMNAFMVWAQAARRKLADQYPHLHNAELSKTLGKLWRLLSESEKRPFVEEAERLRVQHKKDHPDYKYQPRRRKSVKTGRSDSDSGTELGHHPGGPMYKADAVLGEAHHHSDHHTGQTHGPPTPPTTPKTDLHQASNGSKQELRLEGRRLVDSGRQNIDFSNVDISELSSEVISNMDTFDVHEFDQYLPLNGHSALPTEP.... Result: 1 (interaction). (8) The miRNA is hsa-miR-125b-5p with sequence UCCCUGAGACCCUAACUUGUGA. The protein sequence of the target gene is MSSFGYRTLTVALFTLICCPGSDEKVFEVHVRPKKLAVEPKGSLEVNCSTTCNQPEVGGLETSLDKILLDEQAQWKHYLVSNISHDTVLQCHFTCSGKQESMNSNVSVYQPPRQVILTLQPTLVAVGKSFTIECRVPTVEPLDSLTLFLFRGNETLHYETFGKAAPAPQEATATFNSTADREDGHRNFSCLAVLDLMSRGGNIFHKHSAPKMLEIYEPVSDSQMVIIVTVVSVLLSLFVTSVLLCFIFGQHLRQQRMGTYGVRAAWRRLPQAFRP. Result: 1 (interaction).